From a dataset of Cav3 T-type calcium channel HTS with 100,875 compounds. Binary Classification. Given a drug SMILES string, predict its activity (active/inactive) in a high-throughput screening assay against a specified biological target. The compound is Fc1c2n(cc(c(=O)c2cc(F)c1F)C(OCC)=O)c1c(F)c(F)c(F)cc1. The result is 0 (inactive).